Task: Predict the reaction yield, written as a fraction of the theoretical maximum amount of product (1.0 means a 100% yield; for example, 0.34 means a 34% yield).. Dataset: Reaction yield outcomes from USPTO patents with 853,638 reactions The reactants are COCCN(S(F)(F)[F:11])CCOC.[CH3:14][O:15][C:16](=[O:27])[C:17]1[CH:22]=[CH:21][C:20]([CH2:23][CH2:24]O)=[N:19][C:18]=1[NH2:26]. The catalyst is ClCCl. The product is [CH3:14][O:15][C:16](=[O:27])[C:17]1[CH:22]=[CH:21][C:20]([CH2:23][CH2:24][F:11])=[N:19][C:18]=1[NH2:26]. The yield is 0.0790.